Dataset: Reaction yield outcomes from USPTO patents with 853,638 reactions. Task: Predict the reaction yield, written as a fraction of the theoretical maximum amount of product (1.0 means a 100% yield; for example, 0.34 means a 34% yield). (1) The reactants are [CH:1]1[C:11]2[CH2:10][CH2:9][C:8]3[CH:12]=[CH:13][CH:14]=[CH:15][C:7]=3[C:6](=[CH:16][C:17]3[CH:22]=[CH:21][C:20]([NH2:23])=[CH:19][CH:18]=3)[C:5]=2[CH:4]=[CH:3][CH:2]=1.[CH2:24]([S:26](Cl)(=[O:28])=[O:27])[CH3:25]. No catalyst specified. The product is [CH:1]1[C:11]2[CH2:10][CH2:9][C:8]3[CH:12]=[CH:13][CH:14]=[CH:15][C:7]=3[C:6](=[CH:16][C:17]3[CH:22]=[CH:21][C:20]([NH:23][S:26]([CH2:24][CH3:25])(=[O:28])=[O:27])=[CH:19][CH:18]=3)[C:5]=2[CH:4]=[CH:3][CH:2]=1. The yield is 0.570. (2) The reactants are [NH2:1][C:2]1[CH:10]=[CH:9][CH:8]=[C:7]([Cl:11])[C:3]=1[C:4]([OH:6])=O.O=S(Cl)Cl.[NH2:16][C:17]1[C:18]([CH3:23])=[CH:19][CH:20]=[CH:21][CH:22]=1.C(Cl)(Cl)Cl. The catalyst is C1C=CC=CC=1. The product is [NH2:1][C:2]1[CH:10]=[CH:9][CH:8]=[C:7]([Cl:11])[C:3]=1[C:4]([NH:16][C:17]1[CH:22]=[CH:21][CH:20]=[CH:19][C:18]=1[CH3:23])=[O:6]. The yield is 0.550. (3) The reactants are [O:1]=[C:2]1[NH:14][C@@:5]2([C:13]3[C:8](=[CH:9][CH:10]=[CH:11][CH:12]=3)[CH2:7][CH2:6]2)[C:4](=[O:15])[N:3]1[CH2:16][C:17]([O:19]C(C)(C)C)=[O:18].C(O)(C(F)(F)F)=O. The catalyst is C(Cl)Cl. The product is [O:1]=[C:2]1[NH:14][C@@:5]2([C:13]3[C:8](=[CH:9][CH:10]=[CH:11][CH:12]=3)[CH2:7][CH2:6]2)[C:4](=[O:15])[N:3]1[CH2:16][C:17]([OH:19])=[O:18]. The yield is 1.02. (4) The reactants are [CH3:1][N:2]1[C:7]([CH3:9])([CH3:8])[CH2:6][CH:5]([OH:10])[CH2:4][C:3]1([CH3:12])[CH3:11].C(N(CC)CC)C.[CH3:20][S:21](Cl)(=[O:23])=[O:22]. The catalyst is ClCCl. The product is [CH3:1][N:2]1[C:7]([CH3:8])([CH3:9])[CH2:6][CH:5]([O:10][S:21]([CH3:20])(=[O:23])=[O:22])[CH2:4][C:3]1([CH3:12])[CH3:11]. The yield is 0.930. (5) The reactants are [CH2:1]([O:8][C:9]1[CH:21]=[C:20]2[C:12]([C:13]3[CH:14]=[CH:15][C:16]([NH:22][CH3:23])=[CH:17][C:18]=3[NH:19]2)=[CH:11][CH:10]=1)[C:2]1[CH:7]=[CH:6][CH:5]=[CH:4][CH:3]=1.[CH:24]([OH:26])=O.C(Cl)CCl. The catalyst is CN(C1C=CN=CC=1)C.N1C=CC=CC=1. The product is [CH2:1]([O:8][C:9]1[CH:21]=[C:20]2[C:12]([C:13]3[CH:14]=[CH:15][C:16]([N:22]([CH3:23])[CH:24]=[O:26])=[CH:17][C:18]=3[NH:19]2)=[CH:11][CH:10]=1)[C:2]1[CH:3]=[CH:4][CH:5]=[CH:6][CH:7]=1. The yield is 0.830. (6) The reactants are [F:1][C:2]1[CH:7]=[C:6]([I:8])[CH:5]=[CH:4][C:3]=1[NH:9][C:10]1[CH:18]=[C:17]2[C:13]([CH2:14][NH:15][C:16]2=[O:19])=[CH:12][C:11]=1[C:20]([OH:22])=O.[CH:23]([O:25][CH2:26][CH2:27][O:28][NH2:29])=[CH2:24].C1C=CC2N(O)N=NC=2C=1.CCN=C=NCCCN(C)C.Cl.CCN(C(C)C)C(C)C. The catalyst is CN(C=O)C. The product is [CH:23]([O:25][CH2:26][CH2:27][O:28][NH:29][C:20]([C:11]1[CH:12]=[C:13]2[C:17](=[CH:18][C:10]=1[NH:9][C:3]1[CH:4]=[CH:5][C:6]([I:8])=[CH:7][C:2]=1[F:1])[C:16](=[O:19])[NH:15][CH2:14]2)=[O:22])=[CH2:24]. The yield is 0.400. (7) The reactants are [C:1]([C@H:5]1[CH2:10][CH2:9][C@H:8]([NH:11][C:12]2[N:13]=[CH:14][C:15]3[C:20]([CH:21]=2)=[CH:19][C:18]([C:22]([NH:24][CH:25]2[CH2:30][CH2:29][CH2:28][CH:27]([C:31]([O:33]C)=[O:32])[CH2:26]2)=[O:23])=[CH:17][CH:16]=3)[CH2:7][CH2:6]1)([CH3:4])([CH3:3])[CH3:2].[OH-].[Na+]. The catalyst is CO.O. The product is [C:1]([C@H:5]1[CH2:6][CH2:7][C@H:8]([NH:11][C:12]2[N:13]=[CH:14][C:15]3[C:20]([CH:21]=2)=[CH:19][C:18]([C:22]([NH:24][CH:25]2[CH2:30][CH2:29][CH2:28][CH:27]([C:31]([OH:33])=[O:32])[CH2:26]2)=[O:23])=[CH:17][CH:16]=3)[CH2:9][CH2:10]1)([CH3:4])([CH3:2])[CH3:3]. The yield is 0.166.